This data is from Full USPTO retrosynthesis dataset with 1.9M reactions from patents (1976-2016). The task is: Predict the reactants needed to synthesize the given product. (1) Given the product [OH:26][CH2:25][C:20]1([CH2:19][O:18][C:14]2[C:13]3[C:9]([O:8][CH2:7][CH:4]4[CH2:5][CH2:6][N:1]([CH2:27][C:29]5([C:35]([O:37][CH3:38])=[O:36])[CH2:34][CH2:33][O:32][CH2:31][CH2:30]5)[CH2:2][CH2:3]4)=[N:10][O:11][C:12]=3[CH:17]=[CH:16][CH:15]=2)[CH2:21][CH2:22][CH2:23][CH2:24]1, predict the reactants needed to synthesize it. The reactants are: [NH:1]1[CH2:6][CH2:5][CH:4]([CH2:7][O:8][C:9]2[C:13]3[C:14]([O:18][CH2:19][C:20]4([CH2:25][OH:26])[CH2:24][CH2:23][CH2:22][CH2:21]4)=[CH:15][CH:16]=[CH:17][C:12]=3[O:11][N:10]=2)[CH2:3][CH2:2]1.[CH:27]([C:29]1([C:35]([O:37][CH3:38])=[O:36])[CH2:34][CH2:33][O:32][CH2:31][CH2:30]1)=O.C(C1(C(OC)=O)CCC1)=O. (2) Given the product [CH2:26]([O:8][C:5]1[CH:6]=[CH:7][C:2]([Br:1])=[CH:3][C:4]=1[N+:9]([O-:11])=[O:10])[CH:25]=[CH2:24], predict the reactants needed to synthesize it. The reactants are: [Br:1][C:2]1[CH:7]=[CH:6][C:5]([OH:8])=[C:4]([N+:9]([O-:11])=[O:10])[CH:3]=1.CN(C=O)C.C(=O)([O-])[O-].[K+].[K+].Br[CH2:24][CH:25]=[CH2:26]. (3) Given the product [NH3:6].[C:1]([C:5]1[NH:6][C:7]([C:25]2[CH:30]=[CH:29][C:28]([F:31])=[CH:27][CH:26]=2)=[C:8]([C:10]2[N:15]=[C:14]3[N:16]([CH2:17][C:18]([CH3:21])([CH3:20])[CH3:19])[C:33]([NH2:32])=[N:22][C:13]3=[CH:12][CH:11]=2)[N:9]=1)([CH3:4])([CH3:3])[CH3:2], predict the reactants needed to synthesize it. The reactants are: [C:1]([C:5]1[NH:9][C:8]([C:10]2[N:15]=[C:14]([NH:16][CH2:17][C:18]([CH3:21])([CH3:20])[CH3:19])[C:13]([N+:22]([O-])=O)=[CH:12][CH:11]=2)=[C:7]([C:25]2[CH:30]=[CH:29][C:28]([F:31])=[CH:27][CH:26]=2)[N:6]=1)([CH3:4])([CH3:3])[CH3:2].[N:32]#[C:33]Br.C(OCC)(=O)C.O. (4) Given the product [CH3:1][O:2][C:3]([C:4]1[C:5]2[N:22]=[C:13]([C:14]3[CH:19]=[CH:18][C:17]([F:20])=[C:16]([Cl:21])[CH:15]=3)[NH:12][C:6]=2[C:7]([O:10][CH3:11])=[CH:8][CH:9]=1)=[O:23], predict the reactants needed to synthesize it. The reactants are: [CH3:1][O:2][C:3](=[O:23])[C:4]1[CH:9]=[CH:8][C:7]([O:10][CH3:11])=[C:6]([NH:12][C:13](=[NH:22])[C:14]2[CH:19]=[CH:18][C:17]([F:20])=[C:16]([Cl:21])[CH:15]=2)[CH:5]=1.[O-]Cl.[Na+].C([O-])([O-])=O.[Na+].[Na+]. (5) Given the product [Cl:1][C:2]1[CH:3]=[C:4]2[C:12](=[CH:13][C:14]=1[Cl:15])[NH:11][C:10]1[C:9]([C:31]([F:32])([F:33])[F:34])([OH:26])[CH2:8][CH2:7][CH2:6][C:5]2=1, predict the reactants needed to synthesize it. The reactants are: [Cl:1][C:2]1[CH:3]=[C:4]2[C:12](=[CH:13][C:14]=1[Cl:15])[N:11](S(C1C=CC(C)=CC=1)(=O)=O)[C:10]1[C:9]([C:31]([F:34])([F:33])[F:32])([O:26][Si](C)(C)C)[CH2:8][CH2:7][CH2:6][C:5]2=1.[OH-].[K+]. (6) Given the product [NH2:29][C:27]1[S:28][C:24]([C:21]2[CH:22]=[CH:23][C:18]([C:14]3([F:13])[CH2:15][O:16][CH2:17]3)=[CH:19][CH:20]=2)=[CH:25][C:26]=1[C:32]([NH2:34])=[O:33], predict the reactants needed to synthesize it. The reactants are: BrC1SC([N+]([O-])=O)=C(C(N)=O)C=1.[F:13][C:14]1([C:18]2[CH:23]=[CH:22][C:21]([C:24]3[S:28][C:27]([N+:29]([O-])=O)=[C:26]([C:32]([NH2:34])=[O:33])[CH:25]=3)=[CH:20][CH:19]=2)[CH2:17][O:16][CH2:15]1.